This data is from Ames mutagenicity test results for genotoxicity prediction. The task is: Regression/Classification. Given a drug SMILES string, predict its toxicity properties. Task type varies by dataset: regression for continuous values (e.g., LD50, hERG inhibition percentage) or binary classification for toxic/non-toxic outcomes (e.g., AMES mutagenicity, cardiotoxicity, hepatotoxicity). Dataset: ames. The result is 1 (mutagenic). The drug is CCCCCCC(C)(C)C(=O)OC[C@@H]1CO1.